Dataset: Full USPTO retrosynthesis dataset with 1.9M reactions from patents (1976-2016). Task: Predict the reactants needed to synthesize the given product. Given the product [F:26][C:8]1[CH:9]=[C:10]([NH:13][C:14]([C:16]2[C:24]3[C:23](=[O:25])[CH2:22][CH2:21][CH2:20][C:19]=3[NH:18][CH:17]=2)=[O:15])[CH:11]=[CH:12][C:7]=1[O:6][CH2:5][C:4]([OH:27])=[O:3], predict the reactants needed to synthesize it. The reactants are: C([O:3][C:4](=[O:27])[CH2:5][O:6][C:7]1[CH:12]=[CH:11][C:10]([NH:13][C:14]([C:16]2[C:24]3[C:23](=[O:25])[CH2:22][CH2:21][CH2:20][C:19]=3[NH:18][CH:17]=2)=[O:15])=[CH:9][C:8]=1[F:26])C.[OH-].[Na+].